This data is from NCI-60 drug combinations with 297,098 pairs across 59 cell lines. The task is: Regression. Given two drug SMILES strings and cell line genomic features, predict the synergy score measuring deviation from expected non-interaction effect. (1) Drug 1: CC1=C(N=C(N=C1N)C(CC(=O)N)NCC(C(=O)N)N)C(=O)NC(C(C2=CN=CN2)OC3C(C(C(C(O3)CO)O)O)OC4C(C(C(C(O4)CO)O)OC(=O)N)O)C(=O)NC(C)C(C(C)C(=O)NC(C(C)O)C(=O)NCCC5=NC(=CS5)C6=NC(=CS6)C(=O)NCCC[S+](C)C)O. Drug 2: CNC(=O)C1=NC=CC(=C1)OC2=CC=C(C=C2)NC(=O)NC3=CC(=C(C=C3)Cl)C(F)(F)F. Cell line: NCI-H226. Synergy scores: CSS=22.3, Synergy_ZIP=-3.22, Synergy_Bliss=1.27, Synergy_Loewe=-22.4, Synergy_HSA=-2.81. (2) Drug 1: C1=C(C(=O)NC(=O)N1)F. Drug 2: COC1=NC(=NC2=C1N=CN2C3C(C(C(O3)CO)O)O)N. Cell line: HS 578T. Synergy scores: CSS=20.1, Synergy_ZIP=4.89, Synergy_Bliss=4.70, Synergy_Loewe=-11.1, Synergy_HSA=0.0766. (3) Drug 1: CN(CC1=CN=C2C(=N1)C(=NC(=N2)N)N)C3=CC=C(C=C3)C(=O)NC(CCC(=O)O)C(=O)O. Drug 2: CC1CCCC2(C(O2)CC(NC(=O)CC(C(C(=O)C(C1O)C)(C)C)O)C(=CC3=CSC(=N3)C)C)C. Cell line: MOLT-4. Synergy scores: CSS=86.3, Synergy_ZIP=0.00577, Synergy_Bliss=-0.266, Synergy_Loewe=-3.84, Synergy_HSA=0.981. (4) Drug 1: CN1CCC(CC1)COC2=C(C=C3C(=C2)N=CN=C3NC4=C(C=C(C=C4)Br)F)OC. Drug 2: CC1OCC2C(O1)C(C(C(O2)OC3C4COC(=O)C4C(C5=CC6=C(C=C35)OCO6)C7=CC(=C(C(=C7)OC)O)OC)O)O. Cell line: MDA-MB-231. Synergy scores: CSS=39.0, Synergy_ZIP=7.47, Synergy_Bliss=9.19, Synergy_Loewe=10.6, Synergy_HSA=12.8. (5) Drug 2: C1CNP(=O)(OC1)N(CCCl)CCCl. Drug 1: C1=C(C(=O)NC(=O)N1)N(CCCl)CCCl. Cell line: OVCAR-5. Synergy scores: CSS=5.52, Synergy_ZIP=-4.17, Synergy_Bliss=-4.62, Synergy_Loewe=-12.3, Synergy_HSA=-4.63. (6) Drug 1: CN(CCCl)CCCl.Cl. Drug 2: CC(C)CN1C=NC2=C1C3=CC=CC=C3N=C2N. Cell line: K-562. Synergy scores: CSS=12.8, Synergy_ZIP=-8.08, Synergy_Bliss=-4.81, Synergy_Loewe=-7.61, Synergy_HSA=-7.49. (7) Drug 1: C1=CC(=CC=C1C#N)C(C2=CC=C(C=C2)C#N)N3C=NC=N3. Drug 2: C1CN1C2=NC(=NC(=N2)N3CC3)N4CC4. Cell line: OVCAR-4. Synergy scores: CSS=6.49, Synergy_ZIP=-2.85, Synergy_Bliss=-2.74, Synergy_Loewe=-5.94, Synergy_HSA=-5.34.